The task is: Predict which catalyst facilitates the given reaction.. This data is from Catalyst prediction with 721,799 reactions and 888 catalyst types from USPTO. (1) Reactant: Cl[C:2]1[C:7]([CH2:8][CH2:9][OH:10])=[C:6]([Cl:11])[N:5]=[C:4]([CH3:12])[N:3]=1.CN.[CH3:15][N:16](C)C=O. Product: [Cl:11][C:6]1[C:7]([CH2:8][CH2:9][OH:10])=[C:2]([NH:16][CH3:15])[N:3]=[C:4]([CH3:12])[N:5]=1. The catalyst class is: 6. (2) Reactant: [CH3:1][CH2:2][C@@:3]1([OH:60])[CH2:21][N:19]2[CH2:20][C@@H:5]([CH2:6][C@:7]([C:56]([O:58][CH3:59])=[O:57])([C:22]3[CH:23]=[C:24]4[C@:32]56[C@@H:36]7[C@:37]([CH2:52][CH3:53])([C@@H:41]([O:48][C:49]([CH3:51])=[O:50])[C@:42]([OH:47])([C:43]([O:45][CH3:46])=[O:44])[C@@H:31]5[N:30]([CH:54]=[O:55])[C:25]4=[CH:26][C:27]=3[O:28][CH3:29])[CH:38]=[CH:39][CH2:40][N:35]7[CH2:34][CH2:33]6)[C:8]3[NH:16][C:15]4[CH:14]=[CH:13][CH:12]=[CH:11][C:10]=4[C:9]=3[CH2:17][CH2:18]2)[CH2:4]1.OS(O)(=O)=O.CC[C@@]1(O)CN2C[C@H](C[C@](C(OC)=O)(C3C=C4[C@]56[C@@H]7[C@](CC)([C@@H](OC(C)=O)[C@](O)(C(OC)=O)[C@@H]5N(C)C4=CC=3OC)C=CCN7CC6)C3NC4C=CC=CC=4C=3CC2)C1.OS(O)(=O)=O. Product: [CH3:1][CH2:2][C@@:3]1([OH:60])[CH2:21][N:19]2[CH2:20][C@@H:5]([CH2:6][C@:7]([C:56]([O:58][CH3:59])=[O:57])([C:22]3[CH:23]=[C:24]4[C@:32]56[C@@H:36]7[C@:37]([CH2:52][CH3:53])([C@@H:41]([O:48][C:49]([CH3:51])=[O:50])[C@:42]([OH:47])([C:43]([O:45][CH3:46])=[O:44])[C@@H:31]5[N:30]([CH:54]=[O:55])[C:25]4=[CH:26][C:27]=3[O:28][CH3:29])[CH:38]=[CH:39][CH2:40][N:35]7[CH2:34][CH2:33]6)[C:8]3[NH:16][C:15]4[CH:14]=[CH:13][CH:12]=[CH:11][C:10]=4[C:9]=3[CH2:17][CH2:18]2)[CH2:4]1. The catalyst class is: 6. (3) Reactant: N(OC(C)(C)C)=O.[CH2:8]([O:10][C:11]([C:13]1[CH:14]=[N:15][N:16]([CH3:19])[C:17]=1N)=[O:12])[CH3:9].[ClH:20]. Product: [CH2:8]([O:10][C:11]([C:13]1[CH:14]=[N:15][N:16]([CH3:19])[C:17]=1[Cl:20])=[O:12])[CH3:9]. The catalyst class is: 10. (4) Reactant: [C:1]([O:5][C:6]([N:8]1[CH2:13][CH2:12][CH2:11][C@H:10]([NH:14][C:15]([C:17]2[C:21]([NH:22][C:23]([NH2:25])=[O:24])=[CH:20][N:19]([C:26]3[CH:31]=[CH:30][CH:29]=[C:28]([F:32])[CH:27]=3)[CH:18]=2)=[O:16])[CH2:9]1)=[O:7])([CH3:4])([CH3:3])[CH3:2].[F:33][CH:34]([F:37])[CH2:35]N.C(OCC)(=O)C. Product: [C:1]([O:5][C:6]([N:8]1[CH2:13][CH2:12][CH2:11][C@H:10]([NH:14][C:15]([C:17]2[C:21]([NH:22][C:23]([NH:25][CH2:35][CH:34]([F:37])[F:33])=[O:24])=[CH:20][N:19]([C:26]3[CH:31]=[CH:30][CH:29]=[C:28]([F:32])[CH:27]=3)[CH:18]=2)=[O:16])[CH2:9]1)=[O:7])([CH3:4])([CH3:2])[CH3:3]. The catalyst class is: 2. (5) Reactant: C(OC([N:8]1[CH2:13][C@H:12]([CH2:14][N:15]2[CH2:20][CH2:19][O:18][CH2:17][C@H:16]2[CH3:21])[N:11]([CH2:22][C:23]([N:25]2[C:33]3[C:28](=[N:29][CH:30]=[C:31]([CH2:34][C:35]4[CH:40]=[CH:39][C:38]([F:41])=[CH:37][CH:36]=4)[CH:32]=3)[C:27]([CH3:43])([CH3:42])[CH2:26]2)=[O:24])[CH2:10][C@H:9]1[CH3:44])=O)(C)(C)C.[ClH:45]. Product: [ClH:45].[ClH:45].[F:41][C:38]1[CH:39]=[CH:40][C:35]([CH2:34][C:31]2[CH:32]=[C:33]3[N:25]([C:23](=[O:24])[CH2:22][N:11]4[CH2:10][C@@H:9]([CH3:44])[NH:8][CH2:13][C@@H:12]4[CH2:14][N:15]4[CH2:20][CH2:19][O:18][CH2:17][C@H:16]4[CH3:21])[CH2:26][C:27]([CH3:43])([CH3:42])[C:28]3=[N:29][CH:30]=2)=[CH:36][CH:37]=1. The catalyst class is: 817. (6) Reactant: C([O:3][C:4](=[O:12])[CH2:5][N:6]1[CH:10]=[CH:9][N:8]=[C:7]1[CH3:11])C.[OH-].[Na+].C1COCC1.CO. Product: [CH3:11][C:7]1[N:6]([CH2:5][C:4]([OH:12])=[O:3])[CH:10]=[CH:9][N:8]=1. The catalyst class is: 6. (7) Reactant: [OH:1][C:2]1[CH:3]=[CH:4][C:5]2[CH2:6][C@H:7]3[N:18]([C:19]([O:21][CH2:22][C:23]4[CH:28]=[CH:27][CH:26]=[CH:25][CH:24]=4)=[O:20])[CH2:17][CH2:16][C@@:13]4([C:14]=2[CH:15]=1)[C@H:8]3[CH2:9][CH2:10][CH2:11][CH2:12]4.C(=O)([O-])[O-].[Cs+].[Cs+].[C:35](=[O:43])([O:39][CH:40]([CH3:42])[CH3:41])[O:36][CH2:37]I. Product: [C:35](=[O:43])([O:39][CH:40]([CH3:42])[CH3:41])[O:36][CH2:37][O:1][C:2]1[CH:3]=[CH:4][C:5]2[CH2:6][C@H:7]3[N:18]([C:19]([O:21][CH2:22][C:23]4[CH:28]=[CH:27][CH:26]=[CH:25][CH:24]=4)=[O:20])[CH2:17][CH2:16][C@@:13]4([C:14]=2[CH:15]=1)[C@H:8]3[CH2:9][CH2:10][CH2:11][CH2:12]4. The catalyst class is: 21.